Dataset: Reaction yield outcomes from USPTO patents with 853,638 reactions. Task: Predict the reaction yield, written as a fraction of the theoretical maximum amount of product (1.0 means a 100% yield; for example, 0.34 means a 34% yield). (1) The reactants are [F:1][C:2]([F:16])([F:15])[C:3]1[CH:4]=[C:5]([CH:8]=[C:9]([C:11]([F:14])([F:13])[F:12])[CH:10]=1)[CH2:6][NH2:7].[CH:17]([O:20][C:21]([N:23]1[C:29]2[C:30]3[CH2:31][CH2:32][CH2:33][C:34]=3[CH:35]=[CH:36][C:28]=2[C:27](=O)[CH2:26][CH2:25][CH2:24]1)=[O:22])([CH3:19])[CH3:18].[BH4-].[Na+].[OH-].[Na+]. The catalyst is CC(C)[O-].[Ti+4].CC(C)[O-].CC(C)[O-].CC(C)[O-].CO. The product is [CH:17]([O:20][C:21]([N:23]1[C:29]2[C:30]3[CH2:31][CH2:32][CH2:33][C:34]=3[CH:35]=[CH:36][C:28]=2[CH:27]([NH:7][CH2:6][C:5]2[CH:4]=[C:3]([C:2]([F:15])([F:16])[F:1])[CH:10]=[C:9]([C:11]([F:14])([F:12])[F:13])[CH:8]=2)[CH2:26][CH2:25][CH2:24]1)=[O:22])([CH3:19])[CH3:18]. The yield is 0.830. (2) The reactants are [Cl:1][C:2]1[N:10]=[CH:9][N:8]=[C:7]2[C:3]=1[NH:4][CH:5]=[N:6]2.[NH2:11][C:12]1[CH:17]=[CH:16][C:15]([S:18]([NH2:21])(=[O:20])=[O:19])=[CH:14][CH:13]=1. No catalyst specified. The product is [ClH:1].[N:10]1[C:2]([NH:11][C:12]2[CH:17]=[CH:16][C:15]([S:18]([NH2:21])(=[O:19])=[O:20])=[CH:14][CH:13]=2)=[C:3]2[C:7]([N:6]=[CH:5][NH:4]2)=[N:8][CH:9]=1. The yield is 0.800. (3) The reactants are [CH3:1][O:2][C:3]1[CH:44]=[CH:43][C:6]([CH2:7][N:8]2[C:12]3=[N:13][CH:14]=[CH:15][C:16]([O:17][C:18]4[CH:23]=[CH:22][C:21]([N:24]([C:33]5[CH:38]=[CH:37][C:36]([F:39])=[CH:35][CH:34]=5)[C:25]([C:27]5([C:30]([NH2:32])=[O:31])[CH2:29][CH2:28]5)=[O:26])=[CH:20][C:19]=4[F:40])=[C:11]3[C:10]([CH:41]=[CH2:42])=[N:9]2)=[CH:5][CH:4]=1.B1C2CCCC1CCC2.[OH:54]O. The catalyst is C1COCC1. The product is [CH3:1][O:2][C:3]1[CH:4]=[CH:5][C:6]([CH2:7][N:8]2[C:12]3=[N:13][CH:14]=[CH:15][C:16]([O:17][C:18]4[CH:23]=[CH:22][C:21]([N:24]([C:33]5[CH:34]=[CH:35][C:36]([F:39])=[CH:37][CH:38]=5)[C:25]([C:27]5([C:30]([NH2:32])=[O:31])[CH2:29][CH2:28]5)=[O:26])=[CH:20][C:19]=4[F:40])=[C:11]3[C:10]([CH2:41][CH2:42][OH:54])=[N:9]2)=[CH:43][CH:44]=1. The yield is 0.480. (4) The reactants are [CH:1]1([CH2:8][CH2:9][NH:10][C:11](=[O:58])[C@H:12]([CH3:57])[C@H:13]([C@@H:16]2[CH2:20][CH2:19][CH2:18][N:17]2[C:21](=[O:56])[CH2:22][C@@H:23]([O:54][CH3:55])[C@@H:24]([N:29]([CH3:53])[C:30](=[O:52])[C@@H:31]([NH:35][C:36]([C@:38]2([CH3:51])[CH2:43][CH2:42][CH2:41][CH2:40][N:39]2C(OC(C)(C)C)=O)=[O:37])[CH:32]([CH3:34])[CH3:33])[C@@H:25]([CH3:28])[CH2:26][CH3:27])[O:14][CH3:15])[CH:7]=[CH:6][CH:5]=[CH:4][CH:3]=[CH:2]1.[ClH:59]. The catalyst is O1CCOCC1. The product is [ClH:59].[CH:1]1([CH2:8][CH2:9][NH:10][C:11](=[O:58])[C@H:12]([CH3:57])[C@H:13]([C@@H:16]2[CH2:20][CH2:19][CH2:18][N:17]2[C:21](=[O:56])[CH2:22][C@@H:23]([O:54][CH3:55])[C@@H:24]([N:29]([CH3:53])[C:30](=[O:52])[C@@H:31]([NH:35][C:36]([C@:38]2([CH3:51])[CH2:43][CH2:42][CH2:41][CH2:40][NH:39]2)=[O:37])[CH:32]([CH3:34])[CH3:33])[C@@H:25]([CH3:28])[CH2:26][CH3:27])[O:14][CH3:15])[CH:2]=[CH:3][CH:4]=[CH:5][CH:6]=[CH:7]1. The yield is 0.890. (5) The reactants are C1C2C(=CC(CNC)=CC=2)CC1.[CH3:13][NH:14][CH2:15][C:16]1[CH:25]=[CH:24][C:23]2[C:18](=C[CH:20]=[CH:21][CH:22]=2)[C:17]=1CCC.Cl.[O:30]=[C:31]1[NH:40][C:39]2[N:38]=[CH:37][C:36](/[CH:41]=[CH:42]/[C:43](O)=[O:44])=[CH:35][C:34]=2[CH2:33][CH2:32]1.Cl.CN1CC2C=C(/C=C/C(O)=O)C=NC=2NC(=O)C1. No catalyst specified. The product is [CH2:22]1[C:23]2[C:24](=[CH:25][C:16]([CH2:15][N:14]([CH3:13])[C:43](=[O:44])/[CH:42]=[CH:41]/[C:36]3[CH:37]=[N:38][C:39]4[NH:40][C:31](=[O:30])[CH2:32][CH2:33][C:34]=4[CH:35]=3)=[CH:17][CH:18]=2)[CH2:20][CH2:21]1. The yield is 0.450. (6) The reactants are [CH3:1][N:2]1[C:6]([C:7]2[CH:8]=[C:9]([NH2:21])[CH:10]=[CH:11][C:12]=2[O:13][CH2:14][CH:15]2[CH2:19][CH2:18][CH2:17][N:16]2[CH3:20])=[CH:5][CH:4]=[N:3]1.[F:22][C:23]1[CH:31]=[CH:30][C:26]([C:27](Cl)=[O:28])=[CH:25][C:24]=1[CH3:32].C(N(CC)CC)C. The catalyst is C1COCC1. The product is [F:22][C:23]1[CH:31]=[CH:30][C:26]([C:27]([NH:21][C:9]2[CH:10]=[CH:11][C:12]([O:13][CH2:14][C@@H:15]3[CH2:19][CH2:18][CH2:17][N:16]3[CH3:20])=[C:7]([C:6]3[N:2]([CH3:1])[N:3]=[CH:4][CH:5]=3)[CH:8]=2)=[O:28])=[CH:25][C:24]=1[CH3:32]. The yield is 0.950. (7) The reactants are Br[C:2]1[O:6][C:5]([CH:7]=[O:8])=[CH:4][CH:3]=1.[CH3:9][C:10]1[CH:15]=[CH:14][CH:13]=[CH:12][C:11]=1B(O)O.C1(C)C=CC=CC=1.C(=O)([O-])[O-].[Na+].[Na+]. The catalyst is O.[Pd].C1(P(C2C=CC=CC=2)C2C=CC=CC=2)C=CC=CC=1.C1(P(C2C=CC=CC=2)C2C=CC=CC=2)C=CC=CC=1.C1(P(C2C=CC=CC=2)C2C=CC=CC=2)C=CC=CC=1.C1(P(C2C=CC=CC=2)C2C=CC=CC=2)C=CC=CC=1.C(O)C. The product is [CH3:9][C:10]1[CH:15]=[CH:14][CH:13]=[CH:12][C:11]=1[C:2]1[O:6][C:5]([CH:7]=[O:8])=[CH:4][CH:3]=1. The yield is 0.860.